Task: Predict the reaction yield, written as a fraction of the theoretical maximum amount of product (1.0 means a 100% yield; for example, 0.34 means a 34% yield).. Dataset: Reaction yield outcomes from USPTO patents with 853,638 reactions The reactants are [CH3:1][O:2][C:3]1[CH:4]=[C:5]([NH2:15])[CH:6]=[CH:7][C:8]=1[N:9]1[CH:13]=[C:12]([CH3:14])[N:11]=[CH:10]1.Cl[C:17]1[CH:22]=[C:21]([CH3:23])[N:20]=[C:19]([N:24]2[CH2:28][CH2:27][CH2:26][CH2:25]2)[N:18]=1. No catalyst specified. The product is [CH3:1][O:2][C:3]1[CH:4]=[C:5]([NH:15][C:17]2[CH:22]=[C:21]([CH3:23])[N:20]=[C:19]([N:24]3[CH2:28][CH2:27][CH2:26][CH2:25]3)[N:18]=2)[CH:6]=[CH:7][C:8]=1[N:9]1[CH:13]=[C:12]([CH3:14])[N:11]=[CH:10]1. The yield is 0.580.